From a dataset of NCI-60 drug combinations with 297,098 pairs across 59 cell lines. Regression. Given two drug SMILES strings and cell line genomic features, predict the synergy score measuring deviation from expected non-interaction effect. (1) Synergy scores: CSS=15.5, Synergy_ZIP=-7.47, Synergy_Bliss=-2.85, Synergy_Loewe=-1.45, Synergy_HSA=-0.0442. Drug 1: C1=C(C(=O)NC(=O)N1)F. Drug 2: CC1=C(C(=O)C2=C(C1=O)N3CC4C(C3(C2COC(=O)N)OC)N4)N. Cell line: MDA-MB-231. (2) Drug 1: C1=CC=C(C(=C1)C(C2=CC=C(C=C2)Cl)C(Cl)Cl)Cl. Drug 2: C(CC(=O)O)C(=O)CN.Cl. Cell line: MDA-MB-231. Synergy scores: CSS=7.69, Synergy_ZIP=-3.65, Synergy_Bliss=-3.08, Synergy_Loewe=1.96, Synergy_HSA=0.310. (3) Drug 1: CN(C)N=NC1=C(NC=N1)C(=O)N. Drug 2: C1CC(=O)NC(=O)C1N2C(=O)C3=CC=CC=C3C2=O. Cell line: MDA-MB-435. Synergy scores: CSS=0.843, Synergy_ZIP=1.27, Synergy_Bliss=3.87, Synergy_Loewe=0.292, Synergy_HSA=-0.642. (4) Drug 1: CCC1(CC2CC(C3=C(CCN(C2)C1)C4=CC=CC=C4N3)(C5=C(C=C6C(=C5)C78CCN9C7C(C=CC9)(C(C(C8N6C)(C(=O)OC)O)OC(=O)C)CC)OC)C(=O)OC)O.OS(=O)(=O)O. Drug 2: CC1=C2C(C(=O)C3(C(CC4C(C3C(C(C2(C)C)(CC1OC(=O)C(C(C5=CC=CC=C5)NC(=O)OC(C)(C)C)O)O)OC(=O)C6=CC=CC=C6)(CO4)OC(=O)C)O)C)O. Cell line: TK-10. Synergy scores: CSS=-8.47, Synergy_ZIP=7.01, Synergy_Bliss=4.22, Synergy_Loewe=0.932, Synergy_HSA=-6.60.